Dataset: Forward reaction prediction with 1.9M reactions from USPTO patents (1976-2016). Task: Predict the product of the given reaction. (1) Given the reactants F[C:2]1[N:7]=[C:6]([C:8]2[C:9](=[O:31])[O:10][C:11]3[C:16]([CH:17]=2)=[CH:15][CH:14]=[C:13]([N:18]2[CH2:23][CH2:22][N:21]([C:24]([O:26][C:27]([CH3:30])([CH3:29])[CH3:28])=[O:25])[CH2:20][CH2:19]2)[CH:12]=3)[CH:5]=[CH:4][CH:3]=1.[H-].[Na+], predict the reaction product. The product is: [CH:11]([O:10][C:2]1[N:7]=[C:6]([C:8]2[C:9](=[O:31])[O:10][C:11]3[C:16]([CH:17]=2)=[CH:15][CH:14]=[C:13]([N:18]2[CH2:23][CH2:22][N:21]([C:24]([O:26][C:27]([CH3:30])([CH3:29])[CH3:28])=[O:25])[CH2:20][CH2:19]2)[CH:12]=3)[CH:5]=[CH:4][CH:3]=1)([CH3:16])[CH3:12]. (2) Given the reactants [Br:1][C:2]1[CH:7]=[C:6]([N+:8]([O-:10])=[O:9])[CH:5]=[C:4]([NH2:11])[C:3]=1[NH2:12].[CH:13]1([C:16](O)=O)[CH2:15][CH2:14]1.Cl.[OH-].[Na+], predict the reaction product. The product is: [Br:1][C:2]1[C:3]2[N:12]=[C:16]([CH:13]3[CH2:15][CH2:14]3)[NH:11][C:4]=2[CH:5]=[C:6]([N+:8]([O-:10])=[O:9])[CH:7]=1. (3) Given the reactants C(C1N(C(CCC)CCC)C2C(=O)N(C)C(=O)NC=2N=1)C.[CH2:22]([C:24]1[N:32]([CH:33]([CH2:37][CH2:38][CH3:39])[CH2:34][CH2:35][CH3:36])[C:31]2[C:30](=[O:40])[N:29]([CH3:41])[C:28](=[O:42])[N:27]([C:43]3[C:44]([CH3:51])=[N:45][CH:46]=[CH:47][C:48]=3[O:49][CH3:50])[C:26]=2[N:25]=1)[CH3:23].COC1N=C(C)C(B(O)O)=CC=1.N1C=CC=CC=1.[NH4+].[Cl-].[NH4+].[OH-], predict the reaction product. The product is: [CH2:22]([C:24]1[N:32]([CH:33]([CH2:34][CH2:35][CH3:36])[CH2:37][CH2:38][CH3:39])[C:31]2[C:30](=[O:40])[N:29]([CH3:41])[C:28](=[O:42])[N:27]([C:43]3[C:44]([CH3:51])=[N:45][CH:46]=[CH:47][C:48]=3[O:49][CH3:50])[C:26]=2[N:25]=1)[CH3:23]. (4) Given the reactants C(O[C:6](=O)[N:7]([C@H:9]([C:11](=[O:43])[NH:12][C@@H:13]1[C:19](=[O:20])[N:18]([CH2:21][C:22]2[C:31]3[C:26](=[CH:27][C:28]([C:32]4[N:36]=[CH:35][O:34][N:33]=4)=[CH:29][CH:30]=3)[CH:25]=[CH:24][C:23]=2[O:37][CH3:38])[C:17]2[CH:39]=[CH:40][CH:41]=[CH:42][C:16]=2[CH2:15][CH2:14]1)[CH3:10])C)(C)(C)C.O1CCOCC1.[ClH:51].CCOCC, predict the reaction product. The product is: [ClH:51].[CH3:38][O:37][C:23]1[CH:24]=[CH:25][C:26]2[C:31](=[CH:30][CH:29]=[C:28]([C:32]3[N:36]=[CH:35][O:34][N:33]=3)[CH:27]=2)[C:22]=1[CH2:21][N:18]1[C:19](=[O:20])[C@@H:13]([NH:12][C:11](=[O:43])[C@@H:9]([NH:7][CH3:6])[CH3:10])[CH2:14][CH2:15][C:16]2[CH:42]=[CH:41][CH:40]=[CH:39][C:17]1=2.